This data is from Catalyst prediction with 721,799 reactions and 888 catalyst types from USPTO. The task is: Predict which catalyst facilitates the given reaction. (1) Reactant: [Br:1][C:2]1[CH:13]=[N:12][C:5]2=[N:6][C:7](Cl)=[C:8]([Cl:10])[N:9]=[C:4]2[CH:3]=1.[N:14]1([C:20]([O:22][C:23]([CH3:26])([CH3:25])[CH3:24])=[O:21])[CH2:19][CH2:18][NH:17][CH2:16][CH2:15]1.[NH4+].[Cl-]. Product: [Br:1][C:2]1[CH:13]=[N:12][C:5]2=[N:6][C:7]([N:17]3[CH2:16][CH2:15][N:14]([C:20]([O:22][C:23]([CH3:26])([CH3:25])[CH3:24])=[O:21])[CH2:19][CH2:18]3)=[C:8]([Cl:10])[N:9]=[C:4]2[CH:3]=1. The catalyst class is: 2. (2) Reactant: [C:1]([CH2:3][N:4]1[CH2:8][CH2:7][C@@H:6]([NH:9][C:10]([C:12]2[C:20]3[C:15](=[N:16][CH:17]=[C:18]([C:21]4[C:29]5[C:24](=[CH:25][C:26]([F:30])=[CH:27][CH:28]=5)[N:23]([CH3:31])[N:22]=4)[N:19]=3)[N:14](COCC[Si](C)(C)C)[CH:13]=2)=[O:11])[CH2:5]1)#[N:2].CCCC[N+](CCCC)(CCCC)CCCC.[F-]. Product: [C:1]([CH2:3][N:4]1[CH2:8][CH2:7][C@@H:6]([NH:9][C:10]([C:12]2[C:20]3[C:15](=[N:16][CH:17]=[C:18]([C:21]4[C:29]5[C:24](=[CH:25][C:26]([F:30])=[CH:27][CH:28]=5)[N:23]([CH3:31])[N:22]=4)[N:19]=3)[NH:14][CH:13]=2)=[O:11])[CH2:5]1)#[N:2]. The catalyst class is: 1.